This data is from Reaction yield outcomes from USPTO patents with 853,638 reactions. The task is: Predict the reaction yield, written as a fraction of the theoretical maximum amount of product (1.0 means a 100% yield; for example, 0.34 means a 34% yield). (1) The reactants are [F:1][C:2]1[CH:7]=[CH:6][C:5]([C:8]2[C:16]3[C:11](=[CH:12][CH:13]=[C:14]([NH:17][C:18]([C:20]4[CH:28]=[CH:27][C:23]([C:24](O)=[O:25])=[CH:22][CH:21]=4)=[O:19])[CH:15]=3)[NH:10][N:9]=2)=[CH:4][CH:3]=1.[Cl-].[NH4+:30]. The catalyst is [OH-].[NH4+]. The product is [F:1][C:2]1[CH:3]=[CH:4][C:5]([C:8]2[C:16]3[C:11](=[CH:12][CH:13]=[C:14]([NH:17][C:18]([C:20]4[CH:21]=[CH:22][C:23]([C:24]([NH2:30])=[O:25])=[CH:27][CH:28]=4)=[O:19])[CH:15]=3)[NH:10][N:9]=2)=[CH:6][CH:7]=1. The yield is 0.130. (2) The reactants are [F:1][C:2]1[CH:11]=[CH:10][C:9]([O:12][CH2:13][CH2:14][CH3:15])=[C:8]2[C:3]=1[C:4](=[O:24])[C:5]([C:16]1[CH:21]=[CH:20][C:19]([O:22]C)=[CH:18][CH:17]=1)=[CH:6][NH:7]2.B(Br)(Br)Br. The catalyst is ClCCl. The product is [F:1][C:2]1[CH:11]=[CH:10][C:9]([O:12][CH2:13][CH2:14][CH3:15])=[C:8]2[C:3]=1[C:4](=[O:24])[C:5]([C:16]1[CH:17]=[CH:18][C:19]([OH:22])=[CH:20][CH:21]=1)=[CH:6][NH:7]2. The yield is 0.920. (3) The reactants are [F:1][C:2]1[CH:3]=[C:4]([CH:9](O)[C:10]2[CH:11]=[CH:12][C:13]([F:18])=[C:14]([CH:17]=2)[C:15]#[N:16])[CH:5]=[C:6]([F:8])[CH:7]=1.[I-].[Na+].Cl[Si](C)(C)C. The catalyst is C(#N)C.C(OCC)(=O)C. The product is [F:1][C:2]1[CH:3]=[C:4]([CH:5]=[C:6]([F:8])[CH:7]=1)[CH2:9][C:10]1[CH:11]=[CH:12][C:13]([F:18])=[C:14]([CH:17]=1)[C:15]#[N:16]. The yield is 0.880. (4) The reactants are [C:1]1([C:7]2[CH:12]=[C:11]([CH:13]3[CH2:18][CH2:17][N:16]([O:19][CH3:20])[CH2:15][CH2:14]3)[CH:10]=[CH:9][C:8]=2[NH:21][C:22]([C:24]2[N:25](COCC[Si](C)(C)C)[CH:26]=[C:27]([C:29]#[N:30])[N:28]=2)=[O:23])[CH2:6][CH2:5][CH2:4][CH2:3][CH:2]=1.[C:39]([OH:45])([C:41]([F:44])([F:43])[F:42])=[O:40]. The catalyst is C(Cl)Cl.CCO. The product is [F:42][C:41]([F:44])([F:43])[C:39]([OH:45])=[O:40].[C:1]1([C:7]2[CH:12]=[C:11]([CH:13]3[CH2:18][CH2:17][N:16]([O:19][CH3:20])[CH2:15][CH2:14]3)[CH:10]=[CH:9][C:8]=2[NH:21][C:22]([C:24]2[NH:28][C:27]([C:29]#[N:30])=[CH:26][N:25]=2)=[O:23])[CH2:6][CH2:5][CH2:4][CH2:3][CH:2]=1. The yield is 0.580.